This data is from Catalyst prediction with 721,799 reactions and 888 catalyst types from USPTO. The task is: Predict which catalyst facilitates the given reaction. (1) Reactant: [CH3:1][O:2][C:3]1[CH:4]=[CH:5][C:6]([C:9]2[C:18](=[O:19])[C:17]3[CH:16]=[CH:15][C:14]([OH:20])=[CH:13][C:12]=3[O:11][CH:10]=2)=[CH:7][CH:8]=1.C([O-])([O-])=O.[K+].[K+].[C:27](Cl)(=[O:32])[C:28]([CH3:31])([CH3:30])[CH3:29]. Product: [CH3:1][O:2][C:3]1[CH:8]=[CH:7][C:6]([C:9]2[C:18](=[O:19])[C:17]3[CH:16]=[CH:15][C:14]([O:20][C:27](=[O:32])[C:28]([CH3:31])([CH3:30])[CH3:29])=[CH:13][C:12]=3[O:11][CH:10]=2)=[CH:5][CH:4]=1. The catalyst class is: 10. (2) Reactant: [Br:1][C:2]1[CH:3]=[C:4]([CH:6]=[CH:7][CH:8]=1)[NH2:5].[C:9](OC(=O)C)(=[O:11])[CH3:10]. Product: [Br:1][C:2]1[CH:3]=[C:4]([NH:5][C:9](=[O:11])[CH3:10])[CH:6]=[CH:7][CH:8]=1. The catalyst class is: 4. (3) Reactant: [Cl:1][C:2]1[CH:7]=[CH:6][CH:5]=[CH:4][C:3]=1[CH2:8][CH:9](P(OCC)(OCC)=O)[C:10]([O:12][CH2:13][CH3:14])=[O:11].C=O.[C:25](=O)([O-])[O-].[K+].[K+]. Product: [Cl:1][C:2]1[CH:7]=[CH:6][CH:5]=[CH:4][C:3]=1[CH2:8][C:9](=[CH2:25])[C:10]([O:12][CH2:13][CH3:14])=[O:11]. The catalyst class is: 6. (4) Reactant: [CH3:1][C:2]1([CH3:9])[O:6][C@H:5]([CH2:7][OH:8])[CH2:4][O:3]1.[H-].[Na+].Br[C:13]1[N:21]=[CH:20][CH:19]=[CH:18][C:14]=1[C:15]([OH:17])=[O:16].Cl. Product: [CH3:1][C:2]1([CH3:9])[O:6][C@H:5]([CH2:7][O:8][C:13]2[N:21]=[CH:20][CH:19]=[CH:18][C:14]=2[C:15]([OH:17])=[O:16])[CH2:4][O:3]1. The catalyst class is: 220.